From a dataset of Forward reaction prediction with 1.9M reactions from USPTO patents (1976-2016). Predict the product of the given reaction. (1) Given the reactants Cl.[NH2:2][C:3]1[CH:9]=[CH:8][C:6]([OH:7])=[CH:5][C:4]=1[OH:10].C([O-])(=O)C.[Na+].[C:16](OCC)(OCC)(OCC)[O:17][CH2:18][CH3:19], predict the reaction product. The product is: [CH2:18]([O:17][C:16]1[O:10][C:4]2[CH:5]=[C:6]([OH:7])[CH:8]=[CH:9][C:3]=2[N:2]=1)[CH3:19]. (2) Given the reactants [C:1]1([C:7]2[O:11][C:10]([SH:12])=[N:9][N:8]=2)[CH:6]=[CH:5][CH:4]=[CH:3][CH:2]=1.C(N(C(C)C)CC)(C)C.[CH2:22](Br)[C:23]1[CH:28]=[CH:27][CH:26]=[CH:25][CH:24]=1.[OH-].[Na+], predict the reaction product. The product is: [CH2:22]([S:12][C:10]1[O:11][C:7]([C:1]2[CH:2]=[CH:3][CH:4]=[CH:5][CH:6]=2)=[N:8][N:9]=1)[C:23]1[CH:28]=[CH:27][CH:26]=[CH:25][CH:24]=1. (3) Given the reactants C[O:2][C:3](=[O:23])[C:4]1[C:5](=[C:10]([NH:14][CH2:15][C:16]2[O:17][C:18]([CH3:22])=[C:19]([CH3:21])[CH:20]=2)[CH:11]=[CH:12][CH:13]=1)[C:6]([O:8]C)=[O:7].COCCNC1C=CC=C(C(O)=O)C=1C(O)=O, predict the reaction product. The product is: [CH3:21][C:19]1[CH:20]=[C:16]([CH2:15][NH:14][C:10]2[CH:11]=[CH:12][CH:13]=[C:4]([C:3]([OH:23])=[O:2])[C:5]=2[C:6]([OH:8])=[O:7])[O:17][C:18]=1[CH3:22]. (4) Given the reactants [N:1]1[CH:6]=[CH:5][CH:4]=[CH:3][C:2]=1[NH2:7].[NH2:8][C:9]1[C:10]([C:16](O)=[O:17])=[N:11][C:12]([CH3:15])=[CH:13][N:14]=1, predict the reaction product. The product is: [NH2:8][C:9]1[C:10]([C:16]([NH:7][C:2]2[CH:3]=[CH:4][CH:5]=[CH:6][N:1]=2)=[O:17])=[N:11][C:12]([CH3:15])=[CH:13][N:14]=1.